This data is from Forward reaction prediction with 1.9M reactions from USPTO patents (1976-2016). The task is: Predict the product of the given reaction. (1) Given the reactants Cl[C:2]1[CH:7]=[CH:6][C:5](Cl)=[CH:4][C:3]=1[S:9]([NH:12][CH2:13][C:14]1[CH:15]=[C:16]([C:20]2[CH:21]=[C:22]3[C:26](=[C:27]([C:29]([NH2:31])=[O:30])[CH:28]=2)[NH:25][CH:24]=[C:23]3[CH:32]2[CH2:37][CH2:36][N:35]([S:38]([CH2:41][CH3:42])(=[O:40])=[O:39])[CH2:34][CH2:33]2)[CH:17]=[CH:18][CH:19]=1)(=[O:11])=[O:10].ClC1C=CC(Cl)=CC=1S(Cl)(=O)=O, predict the reaction product. The product is: [CH2:41]([S:38]([N:35]1[CH2:34][CH2:33][CH:32]([C:23]2[C:22]3[C:26](=[C:27]([C:29]([NH2:31])=[O:30])[CH:28]=[C:20]([C:16]4[CH:17]=[CH:18][CH:19]=[C:14]([CH2:13][NH:12][S:9]([C:3]5[CH:2]=[CH:7][CH:6]=[CH:5][CH:4]=5)(=[O:11])=[O:10])[CH:15]=4)[CH:21]=3)[NH:25][CH:24]=2)[CH2:37][CH2:36]1)(=[O:39])=[O:40])[CH3:42]. (2) Given the reactants [C:1]1(=[O:10])[C:9]2[C:4](=[CH:5][CH:6]=[CH:7][CH:8]=2)[CH2:3][NH:2]1.Br[CH2:12][C:13]1[CH:18]=[CH:17][C:16]([F:19])=[CH:15][CH:14]=1.C([O-])([O-])=O.[Cs+].[Cs+].C1OCCOCCOCCOCCOCCOC1, predict the reaction product. The product is: [F:19][C:16]1[CH:17]=[CH:18][C:13]([CH2:12][N:2]2[CH2:3][C:4]3[C:9](=[CH:8][CH:7]=[CH:6][CH:5]=3)[C:1]2=[O:10])=[CH:14][CH:15]=1.